Dataset: Catalyst prediction with 721,799 reactions and 888 catalyst types from USPTO. Task: Predict which catalyst facilitates the given reaction. (1) Reactant: [F:1][C:2]([F:13])([F:12])[CH:3]([N:5](C)[C:6](=O)OCC)[CH3:4].C(O)C.[OH-].[K+].[ClH:19]. Product: [ClH:19].[F:1][C:2]([F:13])([F:12])[CH:3]([NH:5][CH3:6])[CH3:4]. The catalyst class is: 6. (2) Reactant: [NH2:1][C@H:2]([CH:22]([CH3:24])[CH3:23])[CH2:3][NH:4][C:5](=[O:21])[C@@H:6]([NH:10][C:11]([O:13][CH2:14][C:15]1[CH:20]=[CH:19][CH:18]=[CH:17][CH:16]=1)=[O:12])[CH:7]([CH3:9])[CH3:8].C(N(CC)CC)C.[CH3:32][C:33]1[CH:41]=[CH:40][C:36]([C:37](Cl)=[O:38])=[CH:35][CH:34]=1. Product: [CH3:23][CH:22]([CH3:24])[C@@H:2]([NH:1][C:37](=[O:38])[C:36]1[CH:40]=[CH:41][C:33]([CH3:32])=[CH:34][CH:35]=1)[CH2:3][NH:4][C:5](=[O:21])[C@@H:6]([NH:10][C:11]([O:13][CH2:14][C:15]1[CH:16]=[CH:17][CH:18]=[CH:19][CH:20]=1)=[O:12])[CH:7]([CH3:9])[CH3:8]. The catalyst class is: 4. (3) Reactant: [Cl:1][C:2]1[CH:7]=[CH:6][C:5]([C@@H:8]2[CH2:12][C@@H:11]([OH:13])[CH2:10][C@H:9]2[C:14]([OH:16])=O)=[CH:4][CH:3]=1.Cl.CN(C)CCCN=C=NCC.ON1C2C=CC=CC=2N=N1.CN1CCOCC1.[Cl-].[CH:47]1([C:53]2([CH2:59][N:60]3[C:64]([CH3:66])([CH3:65])[CH2:63][O:62][C:61]3=[O:67])[CH2:58][CH2:57][NH2+:56][CH2:55][CH2:54]2)[CH2:52][CH2:51][CH2:50][CH2:49][CH2:48]1. Product: [Cl:1][C:2]1[CH:3]=[CH:4][C:5]([C@@H:8]2[CH2:12][C@@H:11]([OH:13])[CH2:10][C@H:9]2[C:14]([N:56]2[CH2:57][CH2:58][C:53]([CH2:59][N:60]3[C:64]([CH3:65])([CH3:66])[CH2:63][O:62][C:61]3=[O:67])([CH:47]3[CH2:48][CH2:49][CH2:50][CH2:51][CH2:52]3)[CH2:54][CH2:55]2)=[O:16])=[CH:6][CH:7]=1. The catalyst class is: 2. (4) Reactant: C[Si]([N-][Si](C)(C)C)(C)C.[Li+].F[C:12]1[C:13]([C:20]2[NH:29][C:28](=[O:30])[C:27]3[C:22](=[CH:23][C:24]([O:33][CH3:34])=[CH:25][C:26]=3[O:31][CH3:32])[N:21]=2)=[N:14][CH:15]=[C:16]([O:18][CH3:19])[CH:17]=1.[CH:35]([N:38]1[CH2:43][CH2:42][CH:41]([NH2:44])[CH2:40][CH2:39]1)([CH3:37])[CH3:36]. Product: [CH:35]([N:38]1[CH2:43][CH2:42][CH:41]([NH:44][C:12]2[C:13]([C:20]3[NH:29][C:28](=[O:30])[C:27]4[C:22](=[CH:23][C:24]([O:33][CH3:34])=[CH:25][C:26]=4[O:31][CH3:32])[N:21]=3)=[N:14][CH:15]=[C:16]([O:18][CH3:19])[CH:17]=2)[CH2:40][CH2:39]1)([CH3:37])[CH3:36]. The catalyst class is: 598. (5) Reactant: [F:1][C:2]1[CH:7]=[CH:6][C:5]([C:8]2[N:9]=[CH:10][C:11](/[CH:21]=[CH:22]/[C:23]([O:25]C)=[O:24])=[N:12][C:13]=2[C:14]2[CH:19]=[CH:18][C:17]([F:20])=[CH:16][CH:15]=2)=[CH:4][CH:3]=1.[OH-].[Na+]. Product: [F:1][C:2]1[CH:3]=[CH:4][C:5]([C:8]2[N:9]=[CH:10][C:11](/[CH:21]=[CH:22]/[C:23]([OH:25])=[O:24])=[N:12][C:13]=2[C:14]2[CH:19]=[CH:18][C:17]([F:20])=[CH:16][CH:15]=2)=[CH:6][CH:7]=1. The catalyst class is: 24. (6) Reactant: N#N.[NH:3]1[C:7]2[CH:8]=[CH:9][CH:10]=[CH:11][C:6]=2[N:5]=[C:4]1[C@H:12]([NH:22][C:23](=[O:35])[NH:24][CH:25]1[CH2:30][CH2:29][CH2:28][CH:27]([C:31]([O:33]C)=[O:32])[CH2:26]1)[CH2:13][C:14]1[CH:19]=[CH:18][C:17]([O:20][CH3:21])=[CH:16][CH:15]=1.C1COCC1.O.[OH-].[Li+:43]. Product: [NH:3]1[C:7]2[CH:8]=[CH:9][CH:10]=[CH:11][C:6]=2[N:5]=[C:4]1[C@H:12]([NH:22][C:23](=[O:35])[NH:24][CH:25]1[CH2:30][CH2:29][CH2:28][CH:27]([C:31]([O-:33])=[O:32])[CH2:26]1)[CH2:13][C:14]1[CH:15]=[CH:16][C:17]([O:20][CH3:21])=[CH:18][CH:19]=1.[Li+:43]. The catalyst class is: 6. (7) Reactant: [NH2:1][CH:2]1[CH2:7][CH2:6][N:5]([CH2:8][CH:9]2[N:19]3[C:20]4[C:11](=[C:12]([F:22])[CH:13]=[N:14][C:15]=4[CH:16]=[CH:17][C:18]3=[O:21])[CH2:10]2)[CH2:4][CH2:3]1.[O:23]=[C:24]1[CH2:29][O:28][C:27]2[CH:30]=[CH:31][C:32]([CH:34]=O)=[N:33][C:26]=2[NH:25]1.C(O[BH-](OC(=O)C)OC(=O)C)(=O)C.[Na+].C(=O)(O)[O-].[Na+].C(Cl)(Cl)[Cl:56].CO. Product: [ClH:56].[ClH:56].[F:22][C:12]1[CH:13]=[N:14][C:15]2[CH:16]=[CH:17][C:18](=[O:21])[N:19]3[CH:9]([CH2:8][N:5]4[CH2:6][CH2:7][CH:2]([NH:1][CH2:34][C:32]5[CH:31]=[CH:30][C:27]6[O:28][CH2:29][C:24](=[O:23])[NH:25][C:26]=6[N:33]=5)[CH2:3][CH2:4]4)[CH2:10][C:11]=1[C:20]=23. The catalyst class is: 61.